Dataset: Reaction yield outcomes from USPTO patents with 853,638 reactions. Task: Predict the reaction yield, written as a fraction of the theoretical maximum amount of product (1.0 means a 100% yield; for example, 0.34 means a 34% yield). The reactants are [NH2:1][C:2]1[CH:7]=[C:6]([C:8]([CH3:11])([CH3:10])[CH3:9])[CH:5]=[C:4]([N+:12]([O-:14])=[O:13])[C:3]=1[OH:15].N1C=CC=CC=1.C1C([N+]([O-])=O)=CC=C([Cl-][C:32]([O-])=[O:33])C=1. The catalyst is C(Cl)Cl. The product is [C:8]([C:6]1[CH:5]=[C:4]([N+:12]([O-:14])=[O:13])[C:3]2[O:15][C:32](=[O:33])[NH:1][C:2]=2[CH:7]=1)([CH3:9])([CH3:10])[CH3:11]. The yield is 0.700.